From a dataset of NCI-60 drug combinations with 297,098 pairs across 59 cell lines. Regression. Given two drug SMILES strings and cell line genomic features, predict the synergy score measuring deviation from expected non-interaction effect. (1) Drug 1: C1=CC=C(C=C1)NC(=O)CCCCCCC(=O)NO. Drug 2: C(CC(=O)O)C(=O)CN.Cl. Cell line: 786-0. Synergy scores: CSS=15.7, Synergy_ZIP=-4.40, Synergy_Bliss=0.750, Synergy_Loewe=-2.38, Synergy_HSA=-0.322. (2) Drug 1: COC1=C(C=C2C(=C1)N=CN=C2NC3=CC(=C(C=C3)F)Cl)OCCCN4CCOCC4. Drug 2: CC(C)CN1C=NC2=C1C3=CC=CC=C3N=C2N. Cell line: SK-MEL-5. Synergy scores: CSS=25.1, Synergy_ZIP=-4.76, Synergy_Bliss=0.696, Synergy_Loewe=-1.99, Synergy_HSA=-1.60. (3) Drug 1: C1=CC(=C2C(=C1NCCNCCO)C(=O)C3=C(C=CC(=C3C2=O)O)O)NCCNCCO. Drug 2: C1=CC=C(C(=C1)C(C2=CC=C(C=C2)Cl)C(Cl)Cl)Cl. Cell line: NCI-H460. Synergy scores: CSS=44.7, Synergy_ZIP=3.34, Synergy_Bliss=1.51, Synergy_Loewe=-30.3, Synergy_HSA=1.58. (4) Drug 1: CC1=CC=C(C=C1)C2=CC(=NN2C3=CC=C(C=C3)S(=O)(=O)N)C(F)(F)F. Drug 2: CC1=C(N=C(N=C1N)C(CC(=O)N)NCC(C(=O)N)N)C(=O)NC(C(C2=CN=CN2)OC3C(C(C(C(O3)CO)O)O)OC4C(C(C(C(O4)CO)O)OC(=O)N)O)C(=O)NC(C)C(C(C)C(=O)NC(C(C)O)C(=O)NCCC5=NC(=CS5)C6=NC(=CS6)C(=O)NCCC[S+](C)C)O. Cell line: NCI-H522. Synergy scores: CSS=16.9, Synergy_ZIP=0.247, Synergy_Bliss=-0.483, Synergy_Loewe=-13.6, Synergy_HSA=-1.75. (5) Drug 1: CC12CCC3C(C1CCC2O)C(CC4=C3C=CC(=C4)O)CCCCCCCCCS(=O)CCCC(C(F)(F)F)(F)F. Drug 2: CNC(=O)C1=NC=CC(=C1)OC2=CC=C(C=C2)NC(=O)NC3=CC(=C(C=C3)Cl)C(F)(F)F. Cell line: SK-OV-3. Synergy scores: CSS=-4.89, Synergy_ZIP=3.51, Synergy_Bliss=0.541, Synergy_Loewe=-0.267, Synergy_HSA=-5.58.